Dataset: Full USPTO retrosynthesis dataset with 1.9M reactions from patents (1976-2016). Task: Predict the reactants needed to synthesize the given product. (1) Given the product [CH:1]1([N:7]2[CH2:12][CH2:11][N:10]([CH2:14][CH2:15][CH2:16][N:17]3[C:21](=[O:22])[C:20]4[C:19](=[CH:26][CH:25]=[CH:24][CH:23]=4)[C:18]3=[O:27])[CH2:9][CH2:8]2)[CH2:6][CH2:5][CH2:4][CH2:3][CH2:2]1, predict the reactants needed to synthesize it. The reactants are: [CH:1]1([N:7]2[CH2:12][CH2:11][NH:10][CH2:9][CH2:8]2)[CH2:6][CH2:5][CH2:4][CH2:3][CH2:2]1.Br[CH2:14][CH2:15][CH2:16][N:17]1[C:21](=[O:22])[C:20]2=[CH:23][CH:24]=[CH:25][CH:26]=[C:19]2[C:18]1=[O:27].C(=O)([O-])[O-].[K+].[K+]. (2) Given the product [OH:7][C:4]1[C:3]([C:8]2[CH:13]=[CH:12][CH:11]=[CH:10][N:9]=2)=[C:2]2[NH:1][C:26]([C:22]3[CH:21]=[C:20]4[C:25](=[CH:24][CH:23]=3)[N:17]([CH2:16][O:15][CH3:14])[N:18]=[CH:19]4)=[CH:27][C:28](=[O:29])[N:6]2[N:5]=1, predict the reactants needed to synthesize it. The reactants are: [NH2:1][C:2]1[NH:6][N:5]=[C:4]([OH:7])[C:3]=1[C:8]1[CH:13]=[CH:12][CH:11]=[CH:10][N:9]=1.[CH3:14][O:15][CH2:16][N:17]1[C:25]2[C:20](=[CH:21][C:22]([C:26](=O)[CH2:27][C:28](OCC)=[O:29])=[CH:23][CH:24]=2)[CH:19]=[N:18]1.CC1C=CC(S(O)(=O)=O)=CC=1. (3) Given the product [S:22]1[C:26]2[CH:27]=[C:28]([C:31]([CH:18]3[C:17](=[O:20])[CH2:16][CH2:15][C:14]4([O:13][CH2:12][CH2:11][O:21]4)[CH2:19]3)=[O:32])[CH:29]=[CH:30][C:25]=2[N:24]=[CH:23]1, predict the reactants needed to synthesize it. The reactants are: C[Si](C)(C)[N-][Si](C)(C)C.[Li+].[CH2:11]1[O:21][C:14]2([CH2:19][CH2:18][C:17](=[O:20])[CH2:16][CH2:15]2)[O:13][CH2:12]1.[S:22]1[C:26]2[CH:27]=[C:28]([C:31](Cl)=[O:32])[CH:29]=[CH:30][C:25]=2[N:24]=[CH:23]1.O.